From a dataset of NCI-60 drug combinations with 297,098 pairs across 59 cell lines. Regression. Given two drug SMILES strings and cell line genomic features, predict the synergy score measuring deviation from expected non-interaction effect. (1) Drug 1: C1=CC(=CC=C1CCCC(=O)O)N(CCCl)CCCl. Drug 2: COC1=C2C(=CC3=C1OC=C3)C=CC(=O)O2. Cell line: HT29. Synergy scores: CSS=15.2, Synergy_ZIP=-1.35, Synergy_Bliss=-0.900, Synergy_Loewe=-3.74, Synergy_HSA=-0.483. (2) Synergy scores: CSS=3.63, Synergy_ZIP=-1.50, Synergy_Bliss=-3.55, Synergy_Loewe=-11.5, Synergy_HSA=-3.66. Cell line: HS 578T. Drug 2: C(CN)CNCCSP(=O)(O)O. Drug 1: C1C(C(OC1N2C=C(C(=O)NC2=O)F)CO)O.